Dataset: Peptide-MHC class I binding affinity with 185,985 pairs from IEDB/IMGT. Task: Regression. Given a peptide amino acid sequence and an MHC pseudo amino acid sequence, predict their binding affinity value. This is MHC class I binding data. (1) The peptide sequence is SEAAYAKKI. The MHC is Patr-A0701 with pseudo-sequence Patr-A0701. The binding affinity (normalized) is 0. (2) The peptide sequence is YGPALSINEL. The MHC is Mamu-A01 with pseudo-sequence Mamu-A01. The binding affinity (normalized) is 0.561. (3) The binding affinity (normalized) is 0.449. The peptide sequence is KVVPRRKAK. The MHC is HLA-A11:01 with pseudo-sequence HLA-A11:01. (4) The peptide sequence is IVRQGIRQL. The MHC is HLA-A26:01 with pseudo-sequence HLA-A26:01. The binding affinity (normalized) is 0.0847. (5) The peptide sequence is EAEPPFGESY. The MHC is HLA-A01:01 with pseudo-sequence HLA-A01:01. The binding affinity (normalized) is 0.333.